The task is: Predict which catalyst facilitates the given reaction.. This data is from Catalyst prediction with 721,799 reactions and 888 catalyst types from USPTO. (1) Reactant: [CH3:1][O:2][C:3]1[C:11]([CH3:12])=[C:10]2[C:6]([C:7](=[O:13])[O:8][CH2:9]2)=[C:5]([O:14][CH2:15][CH2:16][Si:17]([CH3:20])([CH3:19])[CH3:18])[C:4]=1[CH2:21][CH:22]=[C:23]([CH3:26])[CH:24]=O.C(O)(=O)C(O)=O.[CH2:33]([O:35][P:36]([CH2:41][CH2:42][NH2:43])(=[O:40])[O:37][CH2:38][CH3:39])[CH3:34].C(O[BH-](OC(=O)C)OC(=O)C)(=O)C.[Na+].C(O)(=O)C. Product: [CH2:38]([O:37][P:36]([CH2:41][CH2:42][NH:43][CH2:24][C:23]([CH3:26])=[CH:22][CH2:21][C:4]1[C:5]([O:14][CH2:15][CH2:16][Si:17]([CH3:20])([CH3:18])[CH3:19])=[C:6]2[C:10](=[C:11]([CH3:12])[C:3]=1[O:2][CH3:1])[CH2:9][O:8][C:7]2=[O:13])(=[O:40])[O:35][CH2:33][CH3:34])[CH3:39]. The catalyst class is: 3. (2) Reactant: Br[C:2]1[CH:3]=[N:4][C:5]2[C:10]([CH:11]=1)=[CH:9][CH:8]=[CH:7][CH:6]=2.[CH3:12][O-:13].[Na+]. Product: [CH3:12][O:13][C:2]1[CH:3]=[N:4][C:5]2[C:10]([CH:11]=1)=[CH:9][CH:8]=[CH:7][CH:6]=2. The catalyst class is: 3. (3) Reactant: [CH2:1]([N:8]1[CH2:13][CH2:12][CH:11]([NH:14][C:15]2[C:20]([CH2:21]O)=[CH:19][N:18]=[C:17]3[N:23]([CH2:26][O:27][CH2:28][CH2:29][Si:30]([CH3:33])([CH3:32])[CH3:31])[CH:24]=[CH:25][C:16]=23)[CH2:10][CH2:9]1)[C:2]1[CH:7]=[CH:6][CH:5]=[CH:4][CH:3]=1.C1(=O)[NH:38]C(=O)C2=CC=CC=C12.C1(P(C2C=CC=CC=2)C2C=CC=CC=2)C=CC=CC=1.N(C(OC(C)C)=O)=NC(OC(C)C)=O.O.NN. Product: [NH2:38][CH2:21][C:20]1[CH:19]=[N:18][C:17]2[N:23]([CH2:26][O:27][CH2:28][CH2:29][Si:30]([CH3:32])([CH3:33])[CH3:31])[CH:24]=[CH:25][C:16]=2[C:15]=1[NH:14][CH:11]1[CH2:12][CH2:13][N:8]([CH2:1][C:2]2[CH:3]=[CH:4][CH:5]=[CH:6][CH:7]=2)[CH2:9][CH2:10]1. The catalyst class is: 7. (4) Reactant: C([O:3][C:4](=O)[CH2:5][C:6]([C@@H:8]1[CH2:13][CH2:12][N:11]([C:14]([O:16][CH3:17])=[O:15])[C@@H:10]([CH2:18][C:19]2[CH:24]=[CH:23][CH:22]=[C:21]([F:25])[CH:20]=2)[CH2:9]1)=[O:7])C.[OH-].[Na+].[NH2:29]O.Cl. Product: [F:25][C:21]1[CH:20]=[C:19]([CH:24]=[CH:23][CH:22]=1)[CH2:18][C@H:10]1[CH2:9][C@H:8]([C:6]2[O:7][NH:29][C:4](=[O:3])[CH:5]=2)[CH2:13][CH2:12][N:11]1[C:14]([O:16][CH3:17])=[O:15]. The catalyst class is: 24. (5) Reactant: C([O:5][C:6]([CH2:8][N:9]1[CH2:17][C:16]2([CH2:18][C:19]3[CH:24]=[CH:23][C:22]([Br:25])=[CH:21][CH:20]=3)[N:12]([C:13](=[O:35])[N:14]([C:27]3[CH:32]=[C:31]([Cl:33])[CH:30]=[C:29]([Cl:34])[CH:28]=3)[C:15]2=[O:26])[CH2:11][CH2:10]1)=[O:7])(C)(C)C.C(O)(C(F)(F)F)=O. Product: [C:6]([CH2:8][N:9]1[CH2:17][C:16]2([CH2:18][C:19]3[CH:24]=[CH:23][C:22]([Br:25])=[CH:21][CH:20]=3)[N:12]([C:13](=[O:35])[N:14]([C:27]3[CH:28]=[C:29]([Cl:34])[CH:30]=[C:31]([Cl:33])[CH:32]=3)[C:15]2=[O:26])[CH2:11][CH2:10]1)([OH:7])=[O:5]. The catalyst class is: 2. (6) Reactant: [NH2:1][N:2]1[C:6]([CH2:7][C:8]2[CH:9]=[C:10]3[C:15](=[CH:16][CH:17]=2)[N:14]=[CH:13][CH:12]=[CH:11]3)=[N:5][N:4]=[C:3]1[SH:18].[CH3:19][N:20]1[CH:24]=[C:23]([C:25](O)=O)[CH:22]=[N:21]1.[OH-].[K+]. Product: [CH3:19][N:20]1[CH:24]=[C:23]([C:25]2[S:18][C:3]3=[N:4][N:5]=[C:6]([CH2:7][C:8]4[CH:9]=[C:10]5[C:15](=[CH:16][CH:17]=4)[N:14]=[CH:13][CH:12]=[CH:11]5)[N:2]3[N:1]=2)[CH:22]=[N:21]1. The catalyst class is: 286. (7) Reactant: Br[C:2]1[CH:3]=[C:4]([C:8](=[O:22])[C:9]([C:11]2[CH:16]=[CH:15][C:14]([O:17][CH:18]([F:20])[F:19])=[C:13]([CH3:21])[CH:12]=2)=[O:10])[CH:5]=[CH:6][CH:7]=1.[C:23]([CH:25]1[CH2:27][CH2:26]1)#[CH:24].C(N(CC)CC)C.N#N. Product: [CH:25]1([C:23]#[C:24][C:2]2[CH:3]=[C:4]([C:8](=[O:22])[C:9]([C:11]3[CH:16]=[CH:15][C:14]([O:17][CH:18]([F:20])[F:19])=[C:13]([CH3:21])[CH:12]=3)=[O:10])[CH:5]=[CH:6][CH:7]=2)[CH2:27][CH2:26]1. The catalyst class is: 538. (8) Reactant: Br[C:2]1[CH:7]=[C:6]([F:8])[CH:5]=[CH:4][C:3]=1[C@@H:9]1[N:18]=[C:17]([NH:19][O:20][CH:21]2[CH2:26][CH2:25][CH2:24][CH2:23][O:22]2)[C:16]2[C:15]([CH3:27])=[N:14][C:13]([NH2:28])=[N:12][C:11]=2[CH2:10]1.[CH3:29][O:30][C:31]1[N:36]=[C:35](B2OCCN(C3C=CC=CC=3)CCO2)[CH:34]=[CH:33][CH:32]=1.C(=O)([O-])[O-].[Na+].[Na+]. Product: [F:8][C:6]1[CH:5]=[CH:4][C:3]([C@@H:9]2[N:18]=[C:17]([NH:19][O:20][CH:21]3[CH2:26][CH2:25][CH2:24][CH2:23][O:22]3)[C:16]3[C:15]([CH3:27])=[N:14][C:13]([NH2:28])=[N:12][C:11]=3[CH2:10]2)=[C:2]([C:35]2[CH:34]=[CH:33][CH:32]=[C:31]([O:30][CH3:29])[N:36]=2)[CH:7]=1. The catalyst class is: 675.